The task is: Predict the product of the given reaction.. This data is from Forward reaction prediction with 1.9M reactions from USPTO patents (1976-2016). (1) Given the reactants [N+:1]([C:4]1[CH:5]=[C:6]([CH:11]=[CH:12][CH:13]=1)[C:7](OC)=[O:8])([O-:3])=[O:2].O.[NH2:15][NH2:16], predict the reaction product. The product is: [N+:1]([C:4]1[CH:5]=[C:6]([CH:11]=[CH:12][CH:13]=1)[C:7]([NH:15][NH2:16])=[O:8])([O-:3])=[O:2]. (2) Given the reactants [I:8][CH2:7][C:6](O[C:6](=[O:9])[CH2:7][I:8])=[O:9].[NH2:10][C:11]1[CH:19]=[CH:18][C:14]([C:15]([OH:17])=[O:16])=[CH:13][CH:12]=1, predict the reaction product. The product is: [I:8][CH2:7][C:6]([NH:10][C:11]1[CH:19]=[CH:18][C:14]([C:15]([OH:17])=[O:16])=[CH:13][CH:12]=1)=[O:9].